This data is from Reaction yield outcomes from USPTO patents with 853,638 reactions. The task is: Predict the reaction yield, written as a fraction of the theoretical maximum amount of product (1.0 means a 100% yield; for example, 0.34 means a 34% yield). (1) The reactants are [F:1][C:2]1[CH:3]=[C:4]([C:9]2[C:10]3[N:11]([N:15]=[C:16]([NH:18][C@@H:19]4[CH2:24][CH2:23][N:22]([C:25](OC(C)(C)C)=O)[CH2:21][C@@H:20]4[O:32][CH3:33])[N:17]=3)[CH:12]=[CH:13][CH:14]=2)[CH:5]=[CH:6][C:7]=1[F:8].Cl. The catalyst is ClCCl. The product is [F:1][C:2]1[CH:3]=[C:4]([C:9]2[C:10]3[N:11]([N:15]=[C:16]([NH:18][C@@H:19]4[CH2:24][CH2:23][N:22]([C:25]5[CH:20]=[C:19]([CH3:24])[N:18]=[CH:16][N:15]=5)[CH2:21][C@@H:20]4[O:32][CH3:33])[N:17]=3)[CH:12]=[CH:13][CH:14]=2)[CH:5]=[CH:6][C:7]=1[F:8]. The yield is 0.920. (2) The reactants are C[O:2][C:3]([C:5]1[N:6]=[C:7]2[C:12]([CH:13]([CH3:15])[CH3:14])=[CH:11][C:10]([C:16]3[CH:21]=[CH:20][CH:19]=[CH:18][CH:17]=3)=[CH:9][N:8]2[CH:22]=1)=[O:4].[OH-].[Na+]. The catalyst is C1COCC1.O. The product is [CH:13]([C:12]1[C:7]2[N:8]([CH:22]=[C:5]([C:3]([OH:4])=[O:2])[N:6]=2)[CH:9]=[C:10]([C:16]2[CH:21]=[CH:20][CH:19]=[CH:18][CH:17]=2)[CH:11]=1)([CH3:15])[CH3:14]. The yield is 0.420. (3) The reactants are [CH3:1][S:2][C:3]1[C:4]([N:16]2[CH2:21][CH2:20][O:19][CH2:18][CH2:17]2)=[N:5][C:6]([C:9]2[CH:14]=[CH:13][C:12]([NH2:15])=[CH:11][CH:10]=2)=[N:7][CH:8]=1.[C:22]1([N:28]=[C:29]=[O:30])[CH:27]=[CH:26][CH:25]=[CH:24][CH:23]=1. The catalyst is CN(C=O)C.C1COCC1. The product is [CH3:1][S:2][C:3]1[C:4]([N:16]2[CH2:21][CH2:20][O:19][CH2:18][CH2:17]2)=[N:5][C:6]([C:9]2[CH:14]=[CH:13][C:12]([NH:15][C:29]([NH:28][C:22]3[CH:27]=[CH:26][CH:25]=[CH:24][CH:23]=3)=[O:30])=[CH:11][CH:10]=2)=[N:7][CH:8]=1. The yield is 0.304. (4) The reactants are [CH3:1][CH:2]([CH3:6])[CH2:3][CH:4]=O.[NH2:7][CH2:8][C:9]1[CH:10]=[C:11]([C:19]2[C:23]3[CH2:24][N:25]([S:28]([CH3:31])(=[O:30])=[O:29])[CH2:26][CH2:27][C:22]=3[N:21]([CH2:32][CH2:33][CH2:34][N:35]3[CH2:40][CH2:39][CH:38]([N:41]4[CH2:45][CH2:44][CH2:43][C:42]4=[O:46])[CH2:37][CH2:36]3)[N:20]=2)[CH:12]=[CH:13][C:14]=1[C:15]([F:18])([F:17])[F:16].[BH-](OC(C)=O)(OC(C)=O)OC(C)=O.[Na+].[OH-].[Na+]. The catalyst is C(Cl)Cl.CC(O)=O. The product is [CH3:31][S:28]([N:25]1[CH2:26][CH2:27][C:22]2[N:21]([CH2:32][CH2:33][CH2:34][N:35]3[CH2:36][CH2:37][CH:38]([N:41]4[CH2:45][CH2:44][CH2:43][C:42]4=[O:46])[CH2:39][CH2:40]3)[N:20]=[C:19]([C:11]3[CH:12]=[CH:13][C:14]([C:15]([F:18])([F:16])[F:17])=[C:9]([CH2:8][NH:7][CH2:4][CH2:3][CH:2]([CH3:6])[CH3:1])[CH:10]=3)[C:23]=2[CH2:24]1)(=[O:29])=[O:30]. The yield is 0.290.